From a dataset of Catalyst prediction with 721,799 reactions and 888 catalyst types from USPTO. Predict which catalyst facilitates the given reaction. The catalyst class is: 87. Reactant: [CH3:1][O:2][C:3]1[CH:4]=[C:5]([CH:11]([CH3:17])[C:12]([O:14]CC)=[O:13])[CH:6]=[CH:7][C:8]=1[O:9][CH3:10].[OH-].[Na+]. Product: [CH3:1][O:2][C:3]1[CH:4]=[C:5]([CH:11]([CH3:17])[C:12]([OH:14])=[O:13])[CH:6]=[CH:7][C:8]=1[O:9][CH3:10].